Dataset: Forward reaction prediction with 1.9M reactions from USPTO patents (1976-2016). Task: Predict the product of the given reaction. (1) Given the reactants [CH3:1][O:2][C:3]1[C:8]([C:9]2[CH:14]=[CH:13][C:12]([O:15][C:16]3[CH:21]=[CH:20][N:19]=[C:18]([C:22]4[CH:23]=[N:24][N:25]([CH3:27])[CH:26]=4)[CH:17]=3)=[C:11]([CH3:28])[N:10]=2)=[CH:7][N:6]=[C:5](SC)[N:4]=1.C1C=C(Cl)C=C(C(OO)=O)C=1.Cl.[CH3:43][C:44]([CH3:48])([CH3:47])[CH2:45][NH2:46], predict the reaction product. The product is: [CH3:1][O:2][C:3]1[C:8]([C:9]2[CH:14]=[CH:13][C:12]([O:15][C:16]3[CH:21]=[CH:20][N:19]=[C:18]([C:22]4[CH:23]=[N:24][N:25]([CH3:27])[CH:26]=4)[CH:17]=3)=[C:11]([CH3:28])[N:10]=2)=[CH:7][N:6]=[C:5]([NH:46][CH2:45][C:44]([CH3:48])([CH3:47])[CH3:43])[N:4]=1. (2) Given the reactants [C:1](Cl)(Cl)=[S:2].[C:5]1([C:11]2[CH:18]=[CH:17][C:14]([CH2:15][NH2:16])=[CH:13][CH:12]=2)[CH:10]=[CH:9][CH:8]=[CH:7][CH:6]=1.[OH-].[Na+], predict the reaction product. The product is: [N:16]([CH2:15][C:14]1[CH:17]=[CH:18][C:11]([C:5]2[CH:6]=[CH:7][CH:8]=[CH:9][CH:10]=2)=[CH:12][CH:13]=1)=[C:1]=[S:2]. (3) Given the reactants N(OC(C)(C)C)=O.CO.N[C:11]1[S:12][C:13]([CH3:22])=[C:14]([CH3:21])[C:15]=1[C:16]([O:18][CH2:19][CH3:20])=[O:17].O, predict the reaction product. The product is: [CH3:21][C:14]1[C:15]([C:16]([O:18][CH2:19][CH3:20])=[O:17])=[CH:11][S:12][C:13]=1[CH3:22]. (4) Given the reactants [C:1]([O:5][C:6]([N:8]1[CH2:13][CH2:12][C:11]([C:17]#[N:18])([C:14](O)=[O:15])[CH2:10][CH2:9]1)=[O:7])([CH3:4])([CH3:3])[CH3:2].C([N:21](CC)CC)C.ClC(OCC(C)C)=O.N, predict the reaction product. The product is: [C:1]([O:5][C:6]([N:8]1[CH2:13][CH2:12][C:11]([C:17]#[N:18])([C:14]([NH2:21])=[O:15])[CH2:10][CH2:9]1)=[O:7])([CH3:4])([CH3:3])[CH3:2].